This data is from Catalyst prediction with 721,799 reactions and 888 catalyst types from USPTO. The task is: Predict which catalyst facilitates the given reaction. Reactant: [NH2:1][C:2]1[CH:6]=[CH:5][O:4][N:3]=1.N1C=CC=CC=1.Cl[C:14]([O:16][C:17]1[CH:22]=[CH:21][CH:20]=[CH:19][CH:18]=1)=[O:15]. Product: [O:4]1[CH:5]=[CH:6][C:2]([NH:1][C:14](=[O:15])[O:16][C:17]2[CH:22]=[CH:21][CH:20]=[CH:19][CH:18]=2)=[N:3]1. The catalyst class is: 10.